From a dataset of TCR-epitope binding with 47,182 pairs between 192 epitopes and 23,139 TCRs. Binary Classification. Given a T-cell receptor sequence (or CDR3 region) and an epitope sequence, predict whether binding occurs between them. The epitope is LLWNGPMAV. The TCR CDR3 sequence is CSVEGRGTDTQYF. Result: 1 (the TCR binds to the epitope).